From a dataset of Tox21: 12 toxicity assays (nuclear receptors and stress response pathways). Binary classification across 12 toxicity assays. (1) The molecule is O=S(=O)(c1ccc(Cl)cc1)c1cc(Cl)c(Cl)cc1Cl. It tested positive (active) for: NR-Aromatase (Aromatase enzyme inhibition), SR-MMP (Mitochondrial Membrane Potential disruption), and SR-p53 (p53 tumor suppressor activation). (2) The molecule is C=CC(=O)OCCCC. It tested positive (active) for: NR-AR (Androgen Receptor agonist activity), and NR-AR-LBD (Androgen Receptor Ligand Binding Domain agonist). (3) The molecule is O=c1n(CCCN2CCN(c3cccc(Cl)c3)CC2)nc2ccccn12. It tested positive (active) for: SR-ARE (Antioxidant Response Element (oxidative stress)). (4) The compound is CC(C)(C)CC(C)(C)c1ccc(O)c(-n2nc3ccccc3n2)c1. It tested positive (active) for: NR-AhR (Aryl hydrocarbon Receptor agonist activity), and SR-MMP (Mitochondrial Membrane Potential disruption). (5) The compound is Cl[Ba]Cl. It tested positive (active) for: SR-MMP (Mitochondrial Membrane Potential disruption). (6) The compound is CCOP(=O)(OCC)Oc1ccc([N+](=O)[O-])cc1. It tested positive (active) for: NR-Aromatase (Aromatase enzyme inhibition). (7) The compound is O=C(O)CCC(=O)O.c1ccc(C2(c3ccccc3)CC2C2=NCCN2)cc1. It tested positive (active) for: NR-ER (Estrogen Receptor agonist activity). (8) The drug is Oc1ccc(/N=N/c2ccccc2)cc1. It tested positive (active) for: NR-AhR (Aryl hydrocarbon Receptor agonist activity), NR-ER (Estrogen Receptor agonist activity), NR-ER-LBD (Estrogen Receptor Ligand Binding Domain agonist), SR-ARE (Antioxidant Response Element (oxidative stress)), SR-ATAD5 (ATAD5 genotoxicity (DNA damage)), and SR-MMP (Mitochondrial Membrane Potential disruption). (9) The compound is C[C@]12CC[C@H]3[C@@H](CCC4=C(O)C(=O)CC[C@@]43C)[C@@H]1CCC2=O. It tested positive (active) for: NR-AR (Androgen Receptor agonist activity), NR-AR-LBD (Androgen Receptor Ligand Binding Domain agonist), NR-Aromatase (Aromatase enzyme inhibition), NR-ER (Estrogen Receptor agonist activity), and NR-ER-LBD (Estrogen Receptor Ligand Binding Domain agonist).